This data is from Peptide-MHC class I binding affinity with 185,985 pairs from IEDB/IMGT. The task is: Regression. Given a peptide amino acid sequence and an MHC pseudo amino acid sequence, predict their binding affinity value. This is MHC class I binding data. (1) The peptide sequence is KLLEYSNQNE. The MHC is H-2-Kb with pseudo-sequence H-2-Kb. The binding affinity (normalized) is 0. (2) The MHC is HLA-A02:01 with pseudo-sequence HLA-A02:01. The binding affinity (normalized) is 0.834. The peptide sequence is YLKKKNHPL. (3) The peptide sequence is AYSKSLKELV. The MHC is HLA-A23:01 with pseudo-sequence HLA-A23:01. The binding affinity (normalized) is 0.104. (4) The binding affinity (normalized) is 0.0847. The peptide sequence is FYYNAFHW. The MHC is HLA-B07:02 with pseudo-sequence HLA-B07:02. (5) The peptide sequence is YSNRNRFLY. The MHC is HLA-A01:01 with pseudo-sequence HLA-A01:01. The binding affinity (normalized) is 0.902. (6) The peptide sequence is KAGQVVTIW. The MHC is HLA-B57:01 with pseudo-sequence HLA-B57:01. The binding affinity (normalized) is 0.761.